Dataset: Full USPTO retrosynthesis dataset with 1.9M reactions from patents (1976-2016). Task: Predict the reactants needed to synthesize the given product. (1) Given the product [C:1]([O:9][C@@H:10]1[C@@H:18]([CH2:19][F:20])[O:17][C@H:16]2[C@H:12]([N:13]=[C:14]([NH:21][C:22]([O:24][C:25]([CH3:28])([CH3:27])[CH3:26])=[O:23])[S:15]2)[C@H:11]1[O:32][C:33](=[O:40])[C:34]1[CH:39]=[CH:38][CH:37]=[CH:36][CH:35]=1)(=[O:8])[C:2]1[CH:7]=[CH:6][CH:5]=[CH:4][CH:3]=1, predict the reactants needed to synthesize it. The reactants are: [C:1]([O:9][C@@H:10]1[C@@H:18]([CH2:19][F:20])[O:17][C@H:16]2[C@H:12]([N:13]=[C:14]([N:21](CC=C)[C:22]([O:24][C:25]([CH3:28])([CH3:27])[CH3:26])=[O:23])[S:15]2)[C@H:11]1[O:32][C:33](=[O:40])[C:34]1[CH:39]=[CH:38][CH:37]=[CH:36][CH:35]=1)(=[O:8])[C:2]1[CH:7]=[CH:6][CH:5]=[CH:4][CH:3]=1.C(O)=O.CCN(CC)CC. (2) Given the product [F:35][C:24]1[CH:25]=[N:26][C:27]2[C:32]([C:23]=1[CH2:46][C:45]([C:48]13[CH2:55][CH2:54][C:51]([NH:56][C:57](=[O:63])[O:58][C:59]([CH3:62])([CH3:61])[CH3:60])([CH2:52][CH2:53]1)[CH2:50][O:49]3)([OH:47])[CH3:37])=[N:31][C:30]([O:33][CH3:34])=[CH:29][CH:28]=2, predict the reactants needed to synthesize it. The reactants are: N1C2OCCOC=2C=NC=1CNC12CCC([C@H](O)C[C:23]3[C:32]4[C:27](=[CH:28][CH:29]=[C:30]([O:33][CH3:34])[N:31]=4)[N:26]=[CH:25][C:24]=3[F:35])(CC1)OC2.[CH:37]([N-]C(C)C)(C)C.[Li+].[C:45]([C:48]12[CH2:55][CH2:54][C:51]([NH:56][C:57](=[O:63])[O:58][C:59]([CH3:62])([CH3:61])[CH3:60])([CH2:52][CH2:53]1)[CH2:50][O:49]2)(=[O:47])[CH3:46]. (3) Given the product [CH2:1]([O:3][C:4]([C:6]1[N:11]=[C:10]([I:38])[C:9]2[N:12]=[C:13]([C:15]3[CH:16]=[CH:17][CH:18]=[CH:19][CH:20]=3)[S:14][C:8]=2[C:7]=1[OH:21])=[O:5])[CH3:2], predict the reactants needed to synthesize it. The reactants are: [CH2:1]([O:3][C:4]([C:6]1[N:11]=[CH:10][C:9]2[N:12]=[C:13]([C:15]3[CH:20]=[CH:19][CH:18]=[CH:17][CH:16]=3)[S:14][C:8]=2[C:7]=1[OH:21])=[O:5])[CH3:2].CC1C=C(C)N=C(C)C=1.CC1C([IH+:38])=C(C)N=C(C)C=1.F[P-](F)(F)(F)(F)F. (4) Given the product [C:13]([O:12][C:11]([NH:10][C@H:8]([C:5]1[CH:6]=[CH:7][C:2]([C:25]([OH:27])=[O:26])=[CH:3][CH:4]=1)[CH3:9])=[O:17])([CH3:16])([CH3:15])[CH3:14], predict the reactants needed to synthesize it. The reactants are: Br[C:2]1[CH:7]=[CH:6][C:5]([C@@H:8]([NH:10][C:11](=[O:17])[O:12][C:13]([CH3:16])([CH3:15])[CH3:14])[CH3:9])=[CH:4][CH:3]=1.C[Li].C([Li])CCC.[C:25](=[O:27])=[O:26]. (5) Given the product [N+:8]([C:7]1[CH:6]=[CH:5][N:4]=[CH:3][C:2]=1[N:24]1[CH2:23][CH2:22][CH2:21][CH:20]([NH:19][C:17](=[O:18])[O:16][C:13]([CH3:14])([CH3:12])[CH3:15])[CH2:25]1)([O-:10])=[O:9], predict the reactants needed to synthesize it. The reactants are: Br[C:2]1[CH:3]=[N+:4]([O-])[CH:5]=[CH:6][C:7]=1[N+:8]([O-:10])=[O:9].[CH3:12][C:13]([O:16][C:17]([NH:19][CH:20]1[CH2:25][NH:24][CH2:23][CH2:22][CH2:21]1)=[O:18])([CH3:15])[CH3:14].C(N(C(C)C)CC)(C)C. (6) Given the product [CH2:6]([O:13][C:14](=[O:27])[NH:15][CH2:16][CH2:17][CH2:18][CH2:19][C:20]1[CH:25]=[CH:24][C:23]([NH:26][CH2:1][C@@H:2]([OH:3])[CH2:4][OH:5])=[CH:22][CH:21]=1)[C:7]1[CH:12]=[CH:11][CH:10]=[CH:9][CH:8]=1, predict the reactants needed to synthesize it. The reactants are: [CH2:1]1[O:3][C@H:2]1[CH2:4][OH:5].[CH2:6]([O:13][C:14](=[O:27])[NH:15][CH2:16][CH2:17][CH2:18][CH2:19][C:20]1[CH:25]=[CH:24][C:23]([NH2:26])=[CH:22][CH:21]=1)[C:7]1[CH:12]=[CH:11][CH:10]=[CH:9][CH:8]=1. (7) Given the product [Si:37]([O:44][CH2:45][CH2:46][N:47]1[CH:51]=[C:50]([C:52](=[O:62])[N:53]([CH2:54][CH2:55][CH2:56][CH3:57])[CH2:58][CH2:59][CH2:60][CH3:61])[N:49]=[C:48]1[C:63]1[CH:72]=[CH:71][C:66]([C:67]([O:69][CH3:70])=[O:68])=[CH:65][C:64]=1[C:73]([OH:75])=[O:74])([C:40]([CH3:41])([CH3:42])[CH3:43])([CH3:39])[CH3:38], predict the reactants needed to synthesize it. The reactants are: C(N1C=C(C(=O)N(CCCC)CCCC)N=C1C1C=CC(C(OC)=O)=CC=1C(O)=O)C1C=CC=CC=1.[Si:37]([O:44][CH2:45][CH2:46][N:47]1[CH:51]=[C:50]([C:52](=[O:62])[N:53]([CH2:58][CH2:59][CH2:60][CH3:61])[CH2:54][CH2:55][CH2:56][CH3:57])[N:49]=[C:48]1[C:63]1[CH:72]=[CH:71][C:66]([C:67]([O:69][CH3:70])=[O:68])=[CH:65][C:64]=1[C:73]([O:75]CC1C=CC=CC=1)=[O:74])([C:40]([CH3:43])([CH3:42])[CH3:41])([CH3:39])[CH3:38]. (8) Given the product [CH:18]1([CH2:17][C:16]([NH:15][C:13]2[N:14]=[C:9]3[CH:8]=[CH:7][C:6]([O:5][C:4]4[CH:22]=[CH:23][C:24]([CH3:35])=[C:2]([NH:1][C:31]([C:30]5[N:26]([CH3:25])[N:27]=[C:28]([CH3:34])[CH:29]=5)=[O:32])[CH:3]=4)=[N:11][N:10]3[CH:12]=2)=[O:21])[CH2:19][CH2:20]1, predict the reactants needed to synthesize it. The reactants are: [NH2:1][C:2]1[CH:3]=[C:4]([CH:22]=[CH:23][CH:24]=1)[O:5][C:6]1[CH:7]=[CH:8][C:9]2[N:10]([CH:12]=[C:13]([NH:15][C:16](=[O:21])[CH2:17][CH:18]3[CH2:20][CH2:19]3)[N:14]=2)[N:11]=1.[CH3:25][N:26]1[C:30]([C:31](Cl)=[O:32])=[CH:29][C:28]([CH3:34])=[N:27]1.[CH3:35]N(C)C(=O)C. (9) The reactants are: C1C(=O)N([Cl:8])C(=O)C1.[CH3:9][O:10][C:11]1[CH:27]=[CH:26][C:14]([CH2:15][N:16]2[C:20]3[N:21]=[CH:22][CH:23]=[C:24]([OH:25])[C:19]=3[CH:18]=[N:17]2)=[CH:13][CH:12]=1.O. Given the product [Cl:8][C:23]1[CH:22]=[N:21][C:20]2[N:16]([CH2:15][C:14]3[CH:13]=[CH:12][C:11]([O:10][CH3:9])=[CH:27][CH:26]=3)[N:17]=[CH:18][C:19]=2[C:24]=1[OH:25], predict the reactants needed to synthesize it. (10) The reactants are: [CH2:1]([O:8][C:9]([NH:11][C:12]([C:34](=[O:36])[NH2:35])([CH2:20][C:21]([O:23][CH:24]1[CH:29]([CH:30]([CH3:32])[CH3:31])[CH2:28][CH2:27][CH:26]([CH3:33])[CH2:25]1)=[O:22])[C:13]([O:15][C:16]([CH3:19])([CH3:18])[CH3:17])=[O:14])=[O:10])[C:2]1[CH:7]=[CH:6][CH:5]=[CH:4][CH:3]=1. Given the product [CH2:1]([O:8][C:9]([NH:11][C@@:12]([C:34](=[O:36])[NH2:35])([CH2:20][C:21]([O:23][CH:24]1[CH:29]([CH:30]([CH3:31])[CH3:32])[CH2:28][CH2:27][CH:26]([CH3:33])[CH2:25]1)=[O:22])[C:13]([O:15][C:16]([CH3:18])([CH3:17])[CH3:19])=[O:14])=[O:10])[C:2]1[CH:7]=[CH:6][CH:5]=[CH:4][CH:3]=1, predict the reactants needed to synthesize it.